Dataset: Full USPTO retrosynthesis dataset with 1.9M reactions from patents (1976-2016). Task: Predict the reactants needed to synthesize the given product. Given the product [O:1]=[C:2]1[NH:10][C:5]2=[N:6][CH:7]=[CH:8][CH:9]=[C:4]2[C:3]21[CH2:14][C:13]1[CH:16]=[C:17]([C:20]([O:22][CH3:23])=[O:21])[CH:18]=[CH:19][C:12]=1[O:11]2, predict the reactants needed to synthesize it. The reactants are: [O:1]=[C:2]1[NH:10][C:5]2=[N:6][CH:7]=[CH:8][CH:9]=[C:4]2[C:3]21[C:14](=O)[C:13]1[CH:16]=[C:17]([C:20]([O:22][CH3:23])=[O:21])[CH:18]=[CH:19][C:12]=1[O:11]2.